From a dataset of Full USPTO retrosynthesis dataset with 1.9M reactions from patents (1976-2016). Predict the reactants needed to synthesize the given product. (1) Given the product [NH2:16][C:13]1[CH:12]=[CH:11][C:10]([N:6]2[CH2:7][CH2:8][CH2:9][N:4]([CH2:3][CH2:2][OH:1])[C:5]2=[O:19])=[CH:15][CH:14]=1, predict the reactants needed to synthesize it. The reactants are: [OH:1][CH2:2][CH2:3][N:4]1[CH2:9][CH2:8][CH2:7][N:6]([C:10]2[CH:15]=[CH:14][C:13]([N+:16]([O-])=O)=[CH:12][CH:11]=2)[C:5]1=[O:19].[H][H]. (2) Given the product [CH2:35]([NH:30][C:25]1[C:24]([C:20](=[O:31])[C:21]2[CH:22]=[CH:23][CH:18]=[C:16]([O:17][CH3:42])[CH:12]=2)=[CH:29][CH:28]=[CH:27][N:26]=1)[CH2:36][CH2:37][CH3:38], predict the reactants needed to synthesize it. The reactants are: [H-].[Na+].NC1C(C2(OC)C=CC=[C:12]([C:16]([C:18]3C[C:20]([O:31]C)([C:24]4[C:25]([NH2:30])=[N:26][CH:27]=[CH:28][CH:29]=4)[CH:21]=[CH:22][CH:23]=3)=[O:17])C2)=CC=CN=1.[CH2:35](I)[CH2:36][CH2:37][CH3:38].O.O1CCC[CH2:42]1.